This data is from Forward reaction prediction with 1.9M reactions from USPTO patents (1976-2016). The task is: Predict the product of the given reaction. Given the reactants [Br:1][C:2]1[C:3](=[O:34])[N:4]([C:24]2[CH:25]=[C:26]([CH:30]=[CH:31][C:32]=2[CH3:33])[C:27](O)=[O:28])[C:5]([CH3:23])=[CH:6][C:7]=1[O:8][CH2:9][C:10]1[CH:15]=[CH:14][C:13]([F:16])=[CH:12][C:11]=1[CH2:17][NH:18][C:19]([O:21][CH3:22])=[O:20].ClC(OCC(C)C)=O.[CH3:43][N:44]1CCOCC1.CN.C1COCC1, predict the reaction product. The product is: [Br:1][C:2]1[C:3](=[O:34])[N:4]([C:24]2[CH:25]=[C:26]([C:27]([NH:44][CH3:43])=[O:28])[CH:30]=[CH:31][C:32]=2[CH3:33])[C:5]([CH3:23])=[CH:6][C:7]=1[O:8][CH2:9][C:10]1[CH:15]=[CH:14][C:13]([F:16])=[CH:12][C:11]=1[CH2:17][NH:18][C:19](=[O:20])[O:21][CH3:22].